Dataset: Catalyst prediction with 721,799 reactions and 888 catalyst types from USPTO. Task: Predict which catalyst facilitates the given reaction. (1) Reactant: [NH3:1].Cl[C:3]1[C:8]2[C:9](=[O:29])[N:10]([C:15]3[CH:20]=[CH:19][C:18]([C:21]4[C:26]([F:27])=[CH:25][CH:24]=[CH:23][C:22]=4[F:28])=[CH:17][CH:16]=3)[CH2:11][C@@H:12]([CH3:14])[O:13][C:7]=2[N:6]=[CH:5][N:4]=1. Product: [NH2:1][C:3]1[C:8]2[C:9](=[O:29])[N:10]([C:15]3[CH:20]=[CH:19][C:18]([C:21]4[C:26]([F:27])=[CH:25][CH:24]=[CH:23][C:22]=4[F:28])=[CH:17][CH:16]=3)[CH2:11][C@@H:12]([CH3:14])[O:13][C:7]=2[N:6]=[CH:5][N:4]=1. The catalyst class is: 12. (2) Reactant: [F:1][C:2]1[CH:9]=[CH:8][C:7]([F:10])=[CH:6][C:3]=1[C:4]#[N:5].C(N)(=[S:13])C. Product: [F:1][C:2]1[CH:9]=[CH:8][C:7]([F:10])=[CH:6][C:3]=1[C:4](=[S:13])[NH2:5]. The catalyst class is: 9. (3) Reactant: [CH2:1]([C:3]1[CH:11]=[CH:10][C:6]([C:7](Cl)=[O:8])=[CH:5][CH:4]=1)[CH3:2].[C:12]1([O:18][CH3:19])[CH:17]=[CH:16][CH:15]=[CH:14][CH:13]=1.[Cl-].[Al+3].[Cl-].[Cl-]. Product: [CH2:1]([C:3]1[CH:11]=[CH:10][C:6]([C:7]([C:15]2[CH:16]=[CH:17][C:12]([O:18][CH3:19])=[CH:13][CH:14]=2)=[O:8])=[CH:5][CH:4]=1)[CH3:2]. The catalyst class is: 2.